This data is from Catalyst prediction with 721,799 reactions and 888 catalyst types from USPTO. The task is: Predict which catalyst facilitates the given reaction. Reactant: Br[CH2:2][CH2:3][CH2:4][C:5]([CH3:16])([S:7]([C:10]1[CH:15]=[CH:14][CH:13]=[CH:12][CH:11]=1)(=[O:9])=[O:8])[CH3:6].[OH:17][CH:18]1[CH2:23][CH2:22][CH2:21][NH:20][CH2:19]1.C(=O)([O-])[O-].[K+].[K+]. Product: [C:10]1([S:7]([C:5]([CH3:16])([CH3:6])[CH2:4][CH2:3][CH2:2][N:20]2[CH2:21][CH2:22][CH2:23][CH:18]([OH:17])[CH2:19]2)(=[O:9])=[O:8])[CH:15]=[CH:14][CH:13]=[CH:12][CH:11]=1. The catalyst class is: 10.